This data is from Catalyst prediction with 721,799 reactions and 888 catalyst types from USPTO. The task is: Predict which catalyst facilitates the given reaction. Reactant: [OH:1][C:2]1[C:11]2[C:6](=[CH:7][CH:8]=[CH:9][CH:10]=2)[N:5]=[CH:4][CH:3]=1.C([O-])([O-])=O.[K+].[K+].Br[CH:19]([CH3:30])[C:20]([NH:22][C:23]1[CH:28]=[CH:27][C:26]([Cl:29])=[CH:25][CH:24]=1)=[O:21]. Product: [Cl:29][C:26]1[CH:25]=[CH:24][C:23]([NH:22][C:20](=[O:21])[CH:19]([O:1][C:2]2[C:11]3[C:6](=[CH:7][CH:8]=[CH:9][CH:10]=3)[N:5]=[CH:4][CH:3]=2)[CH3:30])=[CH:28][CH:27]=1. The catalyst class is: 18.